This data is from Catalyst prediction with 721,799 reactions and 888 catalyst types from USPTO. The task is: Predict which catalyst facilitates the given reaction. (1) Reactant: [C:1]([C:3]1[CH:9]=[CH:8][C:6]([NH2:7])=[CH:5][CH:4]=1)#[N:2].N1C=CC=CC=1.[F:16][C:17]([F:24])([F:23])[CH2:18][S:19](Cl)(=[O:21])=[O:20].O. Product: [C:1]([C:3]1[CH:9]=[CH:8][C:6]([NH:7][S:19]([CH2:18][C:17]([F:24])([F:23])[F:16])(=[O:21])=[O:20])=[CH:5][CH:4]=1)#[N:2]. The catalyst class is: 96. (2) Reactant: Cl.[NH2:2][C@H:3]1[CH2:8][CH2:7][CH2:6][CH2:5][C@@H:4]1[OH:9].[F:10][C:11]1[CH:19]=[CH:18][C:17]([O:20][CH3:21])=[C:16]2[C:12]=1[C:13]([C:22]([OH:24])=O)=[CH:14][NH:15]2.F[P-](F)(F)(F)(F)F.N1(O[P+](N(C)C)(N(C)C)N(C)C)C2C=CC=CC=2N=N1.C(N(CC)CC)C. Product: [F:10][C:11]1[CH:19]=[CH:18][C:17]([O:20][CH3:21])=[C:16]2[C:12]=1[C:13]([C:22]([NH:2][C@H:3]1[CH2:8][CH2:7][CH2:6][CH2:5][C@@H:4]1[OH:9])=[O:24])=[CH:14][NH:15]2. The catalyst class is: 4. (3) Reactant: [C:1]([CH2:3][CH2:4][N:5]([CH2:10][C:11]1[CH:16]=[CH:15][C:14]([CH2:17][N:18]([CH2:23][CH2:24][C:25]#[N:26])[CH2:19][CH2:20][C:21]#[N:22])=[CH:13][CH:12]=1)[CH2:6][CH2:7][C:8]#[N:9])#[N:2].[H][H]. Product: [NH2:22][CH2:21][CH2:20][CH2:19][N:18]([CH2:17][C:14]1[CH:13]=[CH:12][C:11]([CH2:10][N:5]([CH2:4][CH2:3][CH2:1][NH2:2])[CH2:6][CH2:7][CH2:8][NH2:9])=[CH:16][CH:15]=1)[CH2:23][CH2:24][CH2:25][NH2:26]. The catalyst class is: 12. (4) Reactant: [Cl:1][C:2]1[CH:7]=[CH:6][C:5]([C:8]2[C:12]3[CH2:13][N:14]([S:17]([CH3:20])(=[O:19])=[O:18])[CH2:15][CH2:16][C:11]=3[N:10]([CH2:21][CH2:22][CH2:23][N:24]3[CH2:29][CH2:28][O:27][CH2:26][CH2:25]3)[N:9]=2)=[CH:4][C:3]=1[C:30]#[C:31][C:32]1[CH:33]=[C:34]([CH:37]=[CH:38][CH:39]=1)[CH:35]=O.[O:40]1[CH2:45][CH2:44][CH:43]([CH2:46][NH2:47])[CH2:42][CH2:41]1.[BH-](OC(C)=O)(OC(C)=O)OC(C)=O.[Na+]. Product: [Cl:1][C:2]1[CH:7]=[CH:6][C:5]([C:8]2[C:12]3[CH2:13][N:14]([S:17]([CH3:20])(=[O:19])=[O:18])[CH2:15][CH2:16][C:11]=3[N:10]([CH2:21][CH2:22][CH2:23][N:24]3[CH2:29][CH2:28][O:27][CH2:26][CH2:25]3)[N:9]=2)=[CH:4][C:3]=1[C:30]#[C:31][C:32]1[CH:33]=[C:34]([CH2:35][NH:47][CH2:46][CH:43]2[CH2:44][CH2:45][O:40][CH2:41][CH2:42]2)[CH:37]=[CH:38][CH:39]=1. The catalyst class is: 2.